Predict the reactants needed to synthesize the given product. From a dataset of Full USPTO retrosynthesis dataset with 1.9M reactions from patents (1976-2016). (1) The reactants are: Br[C:2]1[CH:10]=[CH:9][C:8]2[NH:7][C:6]3[CH2:11][CH2:12][N:13]([C:15]4[N:20]=[CH:19][C:18]([C:21]([O:23][CH3:24])=[O:22])=[CH:17][N:16]=4)[CH2:14][C:5]=3[C:4]=2[CH:3]=1.C([O-])([O-])=O.[Cs+].[Cs+].[CH:31]([C:33]1[O:37][C:36](B(O)O)=[CH:35][CH:34]=1)=[O:32]. Given the product [CH3:24][O:23][C:21]([C:18]1[CH:19]=[N:20][C:15]([N:13]2[CH2:12][CH2:11][C:6]3[NH:7][C:8]4[CH:9]=[CH:10][C:2]([C:36]5[O:37][C:33]([CH:31]=[O:32])=[CH:34][CH:35]=5)=[CH:3][C:4]=4[C:5]=3[CH2:14]2)=[N:16][CH:17]=1)=[O:22], predict the reactants needed to synthesize it. (2) Given the product [N:2]1([NH:1][C:29]([C:18]2[N:19]([CH3:28])[C:20]([C:21]3[CH:26]=[CH:25][C:24]([Cl:27])=[CH:23][CH:22]=3)=[C:16]([C:10]3[CH:11]=[CH:12][C:13]([Cl:15])=[CH:14][C:9]=3[Cl:8])[N:17]=2)=[O:30])[CH2:7][CH2:6][CH2:5][CH2:4][CH2:3]1, predict the reactants needed to synthesize it. The reactants are: [NH2:1][N:2]1[CH2:7][CH2:6][CH2:5][CH2:4][CH2:3]1.[Cl:8][C:9]1[CH:14]=[C:13]([Cl:15])[CH:12]=[CH:11][C:10]=1[C:16]1[N:17]=[C:18]([C:29](OCC)=[O:30])[N:19]([CH3:28])[C:20]=1[C:21]1[CH:26]=[CH:25][C:24]([Cl:27])=[CH:23][CH:22]=1. (3) Given the product [CH2:8]([O:14][C:15]1[CH:23]=[CH:22][C:18]([C:19]([NH:3][CH2:6][CH:7]2[CH2:13][CH2:12][CH2:11][CH2:10][CH:9]2[CH3:8])=[O:20])=[CH:17][CH:16]=1)[CH2:9][CH2:10][CH2:11][CH2:12][CH3:13], predict the reactants needed to synthesize it. The reactants are: C([N:3]([CH2:6][CH3:7])CC)C.[CH2:8]([O:14][C:15]1[CH:23]=[CH:22][C:18]([C:19](Cl)=[O:20])=[CH:17][CH:16]=1)[CH2:9][CH2:10][CH2:11][CH2:12][CH3:13]. (4) Given the product [F:1][C:2]([F:17])([F:16])[C:3]1[CH:4]=[C:5]([CH:9]=[C:10]([C:12]([F:15])([F:14])[F:13])[CH:11]=1)[C:6]([N:34]1[CH:30]([CH2:29][C:23]2[CH:24]=[CH:25][CH:26]=[CH:27][CH:28]=2)[CH2:31][C:32](=[O:35])[CH2:33]1)=[O:7], predict the reactants needed to synthesize it. The reactants are: [F:1][C:2]([F:17])([F:16])[C:3]1[CH:4]=[C:5]([CH:9]=[C:10]([C:12]([F:15])([F:14])[F:13])[CH:11]=1)[C:6](Cl)=[O:7].CS(O)(=O)=O.[C:23]1([CH2:29][CH:30]2[NH:34][CH2:33][C:32](=[O:35])[CH2:31]2)[CH:28]=[CH:27][CH:26]=[CH:25][CH:24]=1.C(N(CC)CC)C. (5) Given the product [CH3:1][O:2][C:3]1[CH:8]=[CH:7][C:6]([N:9]([CH3:16])[CH2:10][CH:15]2[CH2:14][CH2:1][O:2][CH2:3][CH2:4]2)=[CH:5][C:4]=1[NH2:17], predict the reactants needed to synthesize it. The reactants are: [CH3:1][O:2][C:3]1[CH:8]=[CH:7][C:6]([N:9]([CH3:16])[CH:10]2[CH2:15][CH2:14]OCC2)=[CH:5][C:4]=1[N+:17]([O-])=O.